Dataset: Full USPTO retrosynthesis dataset with 1.9M reactions from patents (1976-2016). Task: Predict the reactants needed to synthesize the given product. (1) Given the product [Cl:1][C:2]1[C:3]([N:12]2[CH:16]=[C:15]([CH2:17][CH2:18][CH2:19][O:20][C:25]3[C:30]([O:31][CH3:32])=[CH:29][CH:28]=[CH:27][C:26]=3[CH2:33][C:34]([OH:36])=[O:35])[C:14]([CH:21]([CH3:23])[CH3:22])=[N:13]2)=[N:4][CH:5]=[C:6]([C:8]([F:10])([F:11])[F:9])[CH:7]=1, predict the reactants needed to synthesize it. The reactants are: [Cl:1][C:2]1[C:3]([N:12]2[CH:16]=[C:15]([CH2:17][CH2:18][CH2:19][OH:20])[C:14]([CH:21]([CH3:23])[CH3:22])=[N:13]2)=[N:4][CH:5]=[C:6]([C:8]([F:11])([F:10])[F:9])[CH:7]=1.O[C:25]1[C:30]([O:31][CH3:32])=[CH:29][CH:28]=[CH:27][C:26]=1[CH2:33][C:34]([O:36]C)=[O:35].C(P(CCCC)CCCC)CCC.N(C(N1CCCCC1)=O)=NC(N1CCCCC1)=O. (2) Given the product [CH3:26][C:24]1[CH:25]=[C:20]([O:19][C:13]2[C:12]3[C:17](=[CH:18][C:9]([OH:8])=[C:10]([O:34][CH3:35])[CH:11]=3)[N:16]=[CH:15][CH:14]=2)[C:21]([C:28]2[CH:29]=[CH:30][CH:31]=[CH:32][CH:33]=2)=[N:22][C:23]=1[CH3:27], predict the reactants needed to synthesize it. The reactants are: C([O:8][C:9]1[CH:18]=[C:17]2[C:12]([C:13]([O:19][C:20]3[C:21]([C:28]4[CH:33]=[CH:32][CH:31]=[CH:30][CH:29]=4)=[N:22][C:23]([CH3:27])=[C:24]([CH3:26])[CH:25]=3)=[CH:14][CH:15]=[N:16]2)=[CH:11][C:10]=1[O:34][CH3:35])C1C=CC=CC=1.CS(O)(=O)=O. (3) The reactants are: C[O:2][C:3](=[O:22])/[CH:4]=[CH:5]\[C:6]1[CH:17]=[CH:16][CH:15]=[C:14]([C:18]([F:21])([F:20])[F:19])[C:7]=1[C:8]([O:10][CH:11]([CH3:13])[CH3:12])=[O:9].O.[OH-].[Li+].C([O-])([O-])=O.[Na+].[Na+]. Given the product [CH:11]([O:10][C:8]([C:7]1[C:14]([C:18]([F:19])([F:21])[F:20])=[CH:15][CH:16]=[CH:17][C:6]=1/[CH:5]=[CH:4]\[C:3]([OH:22])=[O:2])=[O:9])([CH3:13])[CH3:12], predict the reactants needed to synthesize it. (4) Given the product [CH2:8]([O:7][C:5](=[O:6])[CH2:4][C:16]1([NH:12][CH2:13][CH2:15][C:5]([O:7][CH2:8][CH3:9])=[O:6])[CH2:17][CH2:18]1)[CH3:9], predict the reactants needed to synthesize it. The reactants are: Cl.NC[CH2:4][C:5]([O:7][CH2:8][CH3:9])=[O:6].CC[N:12]([CH:16]([CH3:18])[CH3:17])[CH:13]([CH3:15])C.C(Cl)Cl. (5) Given the product [F:1][C:2]1[CH:7]=[CH:6][C:5]([O:8][CH:16]([C:13]2[CH:12]=[CH:11][C:10]([F:9])=[CH:15][CH:14]=2)[CH2:17][CH2:18][CH2:19][CH2:20][N:21]2[CH2:26][CH2:25][CH:24]([C:27]3[CH:28]=[C:29]([NH:33][C:34](=[O:38])[CH:35]([CH3:37])[CH3:36])[CH:30]=[CH:31][CH:32]=3)[CH2:23][CH2:22]2)=[CH:4][CH:3]=1, predict the reactants needed to synthesize it. The reactants are: [F:1][C:2]1[CH:7]=[CH:6][C:5]([OH:8])=[CH:4][CH:3]=1.[F:9][C:10]1[CH:15]=[CH:14][C:13]([CH:16](O)[CH2:17][CH2:18][CH2:19][CH2:20][N:21]2[CH2:26][CH2:25][CH:24]([C:27]3[CH:28]=[C:29]([NH:33][C:34](=[O:38])[CH:35]([CH3:37])[CH3:36])[CH:30]=[CH:31][CH:32]=3)[CH2:23][CH2:22]2)=[CH:12][CH:11]=1.Cl. (6) Given the product [Cl:1][C:2]1[N:7]=[C:6]([NH:10][C@H:11]([CH3:14])[CH2:12][OH:13])[C:5]([I:9])=[CH:4][N:3]=1, predict the reactants needed to synthesize it. The reactants are: [Cl:1][C:2]1[N:7]=[C:6](Cl)[C:5]([I:9])=[CH:4][N:3]=1.[NH2:10][C@H:11]([CH3:14])[CH2:12][OH:13]. (7) Given the product [CH2:17]([N:14]1[CH2:15][CH2:16][CH:11]([C:5]2[C:4]3[C:8](=[CH:9][CH:10]=[C:2]([Cl:1])[CH:3]=3)[NH:7][CH:6]=2)[CH2:12][CH2:13]1)[C:18]1[CH:23]=[CH:22][CH:21]=[CH:20][CH:19]=1, predict the reactants needed to synthesize it. The reactants are: [Cl:1][C:2]1[CH:3]=[C:4]2[C:8](=[CH:9][CH:10]=1)[NH:7][CH:6]=[C:5]2[CH:11]1[CH2:16][CH2:15][NH:14][CH2:13][CH2:12]1.[CH:17](=O)[C:18]1[CH:23]=[CH:22][CH:21]=[CH:20][CH:19]=1. (8) Given the product [CH3:18][O:17][C:12]1[CH:13]=[C:14]2[C:9](=[CH:10][CH:11]=1)[CH:8]=[C:7]([CH2:19][CH2:20][OH:21])[CH:16]=[CH:15]2, predict the reactants needed to synthesize it. The reactants are: C([Li])(C)(C)C.Br[C:7]1[CH:16]=[CH:15][C:14]2[C:9](=[CH:10][CH:11]=[C:12]([O:17][CH3:18])[CH:13]=2)[CH:8]=1.[CH2:19]1[O:21][CH2:20]1.[NH4+].[Cl-]. (9) Given the product [C:21]([O:20][C:18]([NH:17][C:15]1[CH:14]=[CH:13][C:12]2[N:8]([CH2:7][C:6]([OH:28])=[O:5])[C:9]([CH2:25][CH2:26][CH3:27])=[N:10][C:11]=2[CH:16]=1)=[O:19])([CH3:22])([CH3:23])[CH3:24], predict the reactants needed to synthesize it. The reactants are: C([O:5][C:6](=[O:28])[CH2:7][N:8]1[C:12]2[CH:13]=[CH:14][C:15]([NH:17][C:18]([O:20][C:21]([CH3:24])([CH3:23])[CH3:22])=[O:19])=[CH:16][C:11]=2[N:10]=[C:9]1[CH2:25][CH2:26][CH3:27])(C)(C)C.[OH-].[Na+].